This data is from Forward reaction prediction with 1.9M reactions from USPTO patents (1976-2016). The task is: Predict the product of the given reaction. (1) Given the reactants O=[C:2]1[C:7]([C:8]([O:10][CH3:11])=[O:9])=[CH:6][CH:5]=[CH:4][O:3]1.[NH2:12][C@H:13]([C:16]1[CH:21]=[CH:20][CH:19]=[CH:18][CH:17]=1)[CH2:14][OH:15], predict the reaction product. The product is: [OH:15][CH2:14][C@H:13]([N:12]1[CH:4]=[CH:5][CH:6]=[C:7]([C:8]([O:10][CH3:11])=[O:9])[C:2]1=[O:3])[C:16]1[CH:21]=[CH:20][CH:19]=[CH:18][CH:17]=1. (2) The product is: [CH2:26]([N:8]([CH2:1][C:2]1[CH:7]=[CH:6][CH:5]=[CH:4][CH:3]=1)[C@@H:9]1[CH2:13][CH2:12][N:11]([C:14]2[C:15]([C:16]([OH:18])=[O:17])=[CH:22][CH:23]=[CH:24][N:25]=2)[CH2:10]1)[CH3:27]. Given the reactants [CH2:1]([N:8]([CH2:26][CH3:27])[C@@H:9]1[CH2:13][CH2:12][N:11]([C:14]2[N:25]=[CH:24][CH:23]=[CH:22][C:15]=2[C:16]([O:18]C(C)C)=[O:17])[CH2:10]1)[C:2]1[CH:7]=[CH:6][CH:5]=[CH:4][CH:3]=1.[OH-].[Na+], predict the reaction product. (3) The product is: [Cl:1][C:2]1[CH:3]=[N:4][CH:5]=[CH:6][C:7]=1[C@@H:8]([NH:10][C:40]([C:36]1[CH:35]=[C:34]2[C:39](=[CH:38][CH:37]=1)[N:31]([CH2:30][C:27]1[CH:26]=[CH:25][C:24]([C:19]3[C:18]([C:16]([OH:17])=[O:15])=[CH:23][CH:22]=[CH:21][CH:20]=3)=[CH:29][CH:28]=1)[C:32]([CH3:44])=[C:33]2[CH3:43])=[O:41])[CH3:9]. Given the reactants [Cl:1][C:2]1[CH:3]=[N:4][CH:5]=[CH:6][C:7]=1[C@@H:8]([NH2:10])[CH3:9].C([O:15][C:16]([C:18]1[CH:23]=[CH:22][CH:21]=[CH:20][C:19]=1[C:24]1[CH:29]=[CH:28][C:27]([CH2:30][N:31]2[C:39]3[C:34](=[CH:35][C:36]([C:40](O)=[O:41])=[CH:37][CH:38]=3)[C:33]([CH3:43])=[C:32]2[CH3:44])=[CH:26][CH:25]=1)=[O:17])(C)(C)C, predict the reaction product. (4) The product is: [NH2:1][C:4]1[C:5]2[N:6]([C:20]([N:23]3[CH2:24][CH2:25][O:26][CH2:27][CH2:28]3)=[CH:21][N:22]=2)[CH:7]=[C:8]([C:12]2[CH:17]=[CH:16][C:15]([Cl:18])=[CH:14][C:13]=2[Cl:19])[C:9]=1[C:10]#[N:11]. Given the reactants [N:1]([C:4]1[C:5]2[N:6]([C:20]([N:23]3[CH2:28][CH2:27][O:26][CH2:25][CH2:24]3)=[CH:21][N:22]=2)[CH:7]=[C:8]([C:12]2[CH:17]=[CH:16][C:15]([Cl:18])=[CH:14][C:13]=2[Cl:19])[C:9]=1[C:10]#[N:11])=[N+]=[N-].C1(P(C2C=CC=CC=2)C2C=CC=CC=2)C=CC=CC=1.Cl, predict the reaction product.